Task: Predict the product of the given reaction.. Dataset: Forward reaction prediction with 1.9M reactions from USPTO patents (1976-2016) Given the reactants [Br-].[CH2:2]([P+](C1C=CC=CC=1)(C1C=CC=CC=1)C1C=CC=CC=1)[C:3]1[CH:8]=[CH:7][CH:6]=[CH:5][CH:4]=1.[Br:28][C:29]1[CH:30]=[C:31]([C:42]2[CH:49]=[CH:48][C:45]([CH:46]=O)=[CH:44][CH:43]=2)[S:32][C:33]=1[C:34]1[CH:39]=[CH:38][C:37]([O:40][CH3:41])=[CH:36][CH:35]=1.CC([O-])(C)C.[K+].O, predict the reaction product. The product is: [Br:28][C:29]1[CH:30]=[C:31]([C:42]2[CH:49]=[CH:48][C:45](/[CH:46]=[CH:2]/[C:3]3[CH:8]=[CH:7][CH:6]=[CH:5][CH:4]=3)=[CH:44][CH:43]=2)[S:32][C:33]=1[C:34]1[CH:35]=[CH:36][C:37]([O:40][CH3:41])=[CH:38][CH:39]=1.